From a dataset of Peptide-MHC class II binding affinity with 134,281 pairs from IEDB. Regression. Given a peptide amino acid sequence and an MHC pseudo amino acid sequence, predict their binding affinity value. This is MHC class II binding data. (1) The peptide sequence is VLAFITFLRVLSIPP. The MHC is DRB1_0401 with pseudo-sequence DRB1_0401. The binding affinity (normalized) is 0.652. (2) The peptide sequence is FRAAMATTANVPPAD. The MHC is HLA-DPA10103-DPB10401 with pseudo-sequence HLA-DPA10103-DPB10401. The binding affinity (normalized) is 0.0672. (3) The peptide sequence is SYRLRFSKRDARRER. The MHC is DRB1_0301 with pseudo-sequence DRB1_0301. The binding affinity (normalized) is 0.564. (4) The peptide sequence is TIPQSLDSWWTSLNF. The MHC is HLA-DQA10301-DQB10302 with pseudo-sequence HLA-DQA10301-DQB10302. The binding affinity (normalized) is 0.334.